From a dataset of Forward reaction prediction with 1.9M reactions from USPTO patents (1976-2016). Predict the product of the given reaction. (1) Given the reactants C(=O)([O-])[O-].[K+].[K+].[Cl:7][C:8]1[CH:9]=[N:10][CH:11]=[C:12]([C:14]#[C:15][Si](C)(C)C)[CH:13]=1, predict the reaction product. The product is: [Cl:7][C:8]1[CH:9]=[N:10][CH:11]=[C:12]([C:14]#[CH:15])[CH:13]=1. (2) Given the reactants F[C:2]1[N:20]=[CH:19][CH:18]=[CH:17][C:3]=1[C:4]([NH:6][C:7]1[CH:8]=[CH:9][C:10]2[S:14][C:13]([CH3:15])=[N:12][C:11]=2[CH:16]=1)=[O:5].[NH:21]1[C:25]2=[N:26][CH:27]=[CH:28][C:29]([CH2:30][NH2:31])=[C:24]2[CH:23]=[N:22]1.CCN(C(C)C)C(C)C, predict the reaction product. The product is: [CH3:15][C:13]1[S:14][C:10]2[CH:9]=[CH:8][C:7]([NH:6][C:4]([C:3]3[C:2]([NH:31][CH2:30][C:29]4[CH:28]=[CH:27][N:26]=[C:25]5[NH:21][N:22]=[CH:23][C:24]=45)=[N:20][CH:19]=[CH:18][CH:17]=3)=[O:5])=[CH:16][C:11]=2[N:12]=1. (3) The product is: [CH:1]1([C@@H:7]2[CH2:12][C@@H:11]([C:13]3[O:17][NH:16][C:15](=[O:18])[CH:14]=3)[CH2:10][CH2:9][NH:8]2)[CH2:2][CH2:3][CH2:4][CH2:5][CH2:6]1. Given the reactants [CH:1]1([C@@H:7]2[CH2:12][C@@H:11]([C:13]3[O:17][NH:16][C:15](=[O:18])[CH:14]=3)[CH2:10][CH2:9][N:8]2C(OC)=O)[CH2:6][CH2:5][CH2:4][CH2:3][CH2:2]1, predict the reaction product. (4) Given the reactants [Cl-].[Li+].C([Mg]Cl)(C)C.Br[C:9]1[C:14]([CH:15]([F:17])[F:16])=[CH:13][CH:12]=[CH:11][C:10]=1[CH:18]([F:20])[F:19].[C:21](=[O:23])=[O:22], predict the reaction product. The product is: [F:19][CH:18]([F:20])[C:10]1[CH:11]=[CH:12][CH:13]=[C:14]([CH:15]([F:17])[F:16])[C:9]=1[C:21]([OH:23])=[O:22].